From a dataset of Catalyst prediction with 721,799 reactions and 888 catalyst types from USPTO. Predict which catalyst facilitates the given reaction. (1) Reactant: Cl.[CH3:2][C:3]1[S:7][C:6]([NH:8][C:9]([C:11]2[CH:15]=[C:14]([C@@H:16]3[CH2:18][C@H:17]3[N:19]([CH2:26][CH:27]3[CH2:32][CH2:31][NH:30][CH2:29][CH2:28]3)[C:20](=[O:25])[C:21]([F:24])([F:23])[F:22])[S:13][CH:12]=2)=[O:10])=[N:5][N:4]=1.C(N(CC)CC)C.[C:40]([O:44][C:45]([CH3:48])([CH3:47])[CH3:46])(=[O:43])[CH:41]=[CH2:42]. Product: [F:23][C:21]([F:22])([F:24])[C:20]([N:19]([CH2:26][CH:27]1[CH2:28][CH2:29][N:30]([CH2:42][CH2:41][C:40]([O:44][C:45]([CH3:48])([CH3:47])[CH3:46])=[O:43])[CH2:31][CH2:32]1)[C@@H:17]1[CH2:18][C@H:16]1[C:14]1[S:13][CH:12]=[C:11]([C:9](=[O:10])[NH:8][C:6]2[S:7][C:3]([CH3:2])=[N:4][N:5]=2)[CH:15]=1)=[O:25]. The catalyst class is: 8. (2) Reactant: Cl.[Cl:2][C:3]1[CH:4]=[CH:5][CH:6]=[C:7]2[C:12]=1[C:11]([NH:13][C@H:14]1[CH2:18][CH2:17][NH:16][CH2:15]1)=[N:10][C:9]([C:19]1[NH:23][C:22](=[O:24])[NH:21][N:20]=1)=[CH:8]2.CC1C=CC=C(C)N=1.[C:33](Cl)(=[O:36])[CH:34]=[CH2:35]. Product: [C:33]([N:16]1[CH2:17][CH2:18][C@H:14]([NH:13][C:11]2[C:12]3[C:7](=[CH:6][CH:5]=[CH:4][C:3]=3[Cl:2])[CH:8]=[C:9]([C:19]3[NH:23][C:22](=[O:24])[NH:21][N:20]=3)[N:10]=2)[CH2:15]1)(=[O:36])[CH:34]=[CH2:35]. The catalyst class is: 2.